Task: Predict the reactants needed to synthesize the given product.. Dataset: Full USPTO retrosynthesis dataset with 1.9M reactions from patents (1976-2016) (1) Given the product [CH2:11]([C:7]1[CH:6]=[CH:5][C:4]([CH:3]=[O:2])=[CH:10][C:8]=1[OH:16])[CH3:12], predict the reactants needed to synthesize it. The reactants are: C[O:2][CH:3](OC)[C:4]1[CH:5]=[CH:6][C:7]([CH2:11][CH3:12])=[C:8]([CH:10]=1)N.N([O-])=[O:16].[Na+].NC(N)=O. (2) Given the product [O:20]=[C:18]1[O:17][N:16]=[C:15]([C:12]2[CH:11]=[CH:10][C:9]([NH:8][C:3]([NH:52][C@@H:51]([C:48]3[CH:47]=[CH:46][C:45]([C:44]([F:63])([F:43])[F:64])=[CH:50][CH:49]=3)[C:53]3[C:58]([C:59]([F:62])([F:60])[F:61])=[CH:57][CH:56]=[CH:55][N:54]=3)=[O:4])=[CH:14][CH:13]=2)[NH:19]1, predict the reactants needed to synthesize it. The reactants are: FC(F)(F)[C:3](O)=[O:4].[NH2:8][C:9]1[CH:14]=[CH:13][C:12]([C:15]2[NH:19][C:18](=[O:20])[O:17][N:16]=2)=[CH:11][CH:10]=1.C1N=CN(C(N2C=NC=C2)=O)C=1.CCN(C(C)C)C(C)C.Cl.[F:43][C:44]([F:64])([F:63])[C:45]1[CH:50]=[CH:49][C:48]([C@@H:51]([C:53]2[C:58]([C:59]([F:62])([F:61])[F:60])=[CH:57][CH:56]=[CH:55][N:54]=2)[NH2:52])=[CH:47][CH:46]=1. (3) The reactants are: O=[C:2]([CH2:9][CH3:10])[CH2:3][C:4]([O:6]CC)=O.C1(NN)CCCCC1.[CH:19]1([C:22]2[N:26]([CH:27](C)C)[N:25]=[CH:24][C:23]=2C=O)[CH2:21][CH2:20]1. Given the product [CH:24]1([N:25]2[C:2]([CH2:9][CH3:10])=[C:3]([CH:4]=[O:6])[CH:27]=[N:26]2)[CH2:20][CH2:21][CH2:19][CH2:22][CH2:23]1, predict the reactants needed to synthesize it. (4) Given the product [O:35]1[CH:39]=[CH:38][C:37]([C:2]2[C:10]3[C:9]([N:11]4[CH2:16][CH2:15][CH:14]([NH:17][C:18](=[O:25])[C:19]5[CH:24]=[CH:23][CH:22]=[CH:21][CH:20]=5)[CH2:13][CH2:12]4)=[N:8][CH:7]=[N:6][C:5]=3[N:4]([S:26]([C:29]3[CH:34]=[CH:33][CH:32]=[CH:31][CH:30]=3)(=[O:28])=[O:27])[CH:3]=2)=[CH:36]1, predict the reactants needed to synthesize it. The reactants are: Br[C:2]1[C:10]2[C:9]([N:11]3[CH2:16][CH2:15][CH:14]([NH:17][C:18](=[O:25])[C:19]4[CH:24]=[CH:23][CH:22]=[CH:21][CH:20]=4)[CH2:13][CH2:12]3)=[N:8][CH:7]=[N:6][C:5]=2[N:4]([S:26]([C:29]2[CH:34]=[CH:33][CH:32]=[CH:31][CH:30]=2)(=[O:28])=[O:27])[CH:3]=1.[O:35]1[CH:39]=[CH:38][C:37](B2OC(C)(C)C(C)(C)O2)=[CH:36]1.O.O.O.P([O-])([O-])([O-])=O.[K+].[K+].[K+].O. (5) Given the product [Cl:14][C:15]1[C:20]([N+:21]([O-:23])=[O:22])=[C:19]([NH:1][C:2]2[CH:7]=[N:6][CH:5]=[CH:4][N:3]=2)[CH:18]=[C:17]([CH3:25])[N:16]=1, predict the reactants needed to synthesize it. The reactants are: [NH2:1][C:2]1[CH:7]=[N:6][CH:5]=[CH:4][N:3]=1.CC(C)([O-])C.[K+].[Cl:14][C:15]1[C:20]([N+:21]([O-:23])=[O:22])=[C:19](Cl)[CH:18]=[C:17]([CH3:25])[N:16]=1.[NH4+].[Cl-]. (6) The reactants are: [NH:1]1[CH2:6][CH2:5][CH2:4][CH:3]([C:7]([NH2:9])=[O:8])[CH2:2]1.C(N(CC)C(C)C)(C)C.Cl[C:20]1[N:25]=[CH:24][N:23]=[C:22]([O:26][C:27]2[CH:53]=[CH:52][CH:51]=[CH:50][C:28]=2[CH2:29][NH:30][C:31]([NH:33][C:34]2[N:38]([C:39]3[CH:44]=[CH:43][C:42]([CH3:45])=[CH:41][CH:40]=3)[N:37]=[C:36]([C:46]([CH3:49])([CH3:48])[CH3:47])[CH:35]=2)=[O:32])[CH:21]=1.C(=O)(O)[O-].[Na+]. Given the product [C:46]([C:36]1[CH:35]=[C:34]([NH:33][C:31](=[O:32])[NH:30][CH2:29][C:28]2[CH:50]=[CH:51][CH:52]=[CH:53][C:27]=2[O:26][C:22]2[N:23]=[CH:24][N:25]=[C:20]([N:1]3[CH2:6][CH2:5][CH2:4][CH:3]([C:7]([NH2:9])=[O:8])[CH2:2]3)[CH:21]=2)[N:38]([C:39]2[CH:44]=[CH:43][C:42]([CH3:45])=[CH:41][CH:40]=2)[N:37]=1)([CH3:49])([CH3:47])[CH3:48], predict the reactants needed to synthesize it.